Dataset: Catalyst prediction with 721,799 reactions and 888 catalyst types from USPTO. Task: Predict which catalyst facilitates the given reaction. (1) Reactant: [CH3:1][C:2]1[NH:6][C:5]([C:7]([O:9][CH2:10][CH3:11])=[O:8])=[CH:4][CH:3]=1.[CH3:12][N:13](C=O)C.ClS(N=C=O)(=O)=O.C([O-])([O-])=O.[Na+].[Na+]. Product: [C:12]([C:3]1[CH:4]=[C:5]([C:7]([O:9][CH2:10][CH3:11])=[O:8])[NH:6][C:2]=1[CH3:1])#[N:13]. The catalyst class is: 10. (2) Reactant: [CH3:1][O:2][C:3]1[C:4]([N:25]2[CH2:30][CH2:29][CH2:28][C@H:27]([NH:31]C(=O)OC(C)(C)C)[CH2:26]2)=[N:5][C:6]([N:9]2[C:17]3[CH:16]=[C:15]([C:18]4[CH:23]=[N:22][CH:21]=[C:20]([CH3:24])[N:19]=4)[N:14]=[CH:13][C:12]=3[CH:11]=[N:10]2)=[CH:7][N:8]=1.FC(F)(F)C(O)=O. Product: [CH3:1][O:2][C:3]1[C:4]([N:25]2[CH2:30][CH2:29][CH2:28][C@H:27]([NH2:31])[CH2:26]2)=[N:5][C:6]([N:9]2[C:17]3[CH:16]=[C:15]([C:18]4[CH:23]=[N:22][CH:21]=[C:20]([CH3:24])[N:19]=4)[N:14]=[CH:13][C:12]=3[CH:11]=[N:10]2)=[CH:7][N:8]=1. The catalyst class is: 4. (3) Reactant: [Cl:1][C:2]1[N:7]=[N:6][C:5]([N:8]2[CH2:12][CH2:11][C@@H:10]([OH:13])[CH2:9]2)=[CH:4][CH:3]=1.[Si:14](Cl)([C:17]([CH3:20])([CH3:19])[CH3:18])([CH3:16])[CH3:15].N1C=CN=C1. Product: [Si:14]([O:13][C@@H:10]1[CH2:11][CH2:12][N:8]([C:5]2[N:6]=[N:7][C:2]([Cl:1])=[CH:3][CH:4]=2)[CH2:9]1)([C:17]([CH3:20])([CH3:19])[CH3:18])([CH3:16])[CH3:15]. The catalyst class is: 3. (4) Reactant: [CH3:1][O:2][C:3](=[O:27])[CH2:4][CH2:5][CH2:6][CH2:7][CH2:8][NH:9][C:10]1[C:11]2[C:18]([C:19]3[CH:24]=[CH:23][C:22]([O:25][CH3:26])=[CH:21][CH:20]=3)=[CH:17][O:16][C:12]=2[N:13]=[CH:14][N:15]=1.[Br:28]N1C(=O)CCC1=O. Product: [CH3:1][O:2][C:3](=[O:27])[CH2:4][CH2:5][CH2:6][CH2:7][CH2:8][NH:9][C:10]1[C:11]2[C:18]([C:19]3[CH:24]=[CH:23][C:22]([O:25][CH3:26])=[CH:21][CH:20]=3)=[C:17]([Br:28])[O:16][C:12]=2[N:13]=[CH:14][N:15]=1. The catalyst class is: 53. (5) Reactant: [CH3:1][O:2][C:3]1[CH:8]=[CH:7][C:6]([C:9]2[O:13][C:12]([CH:14]3[CH2:19][CH2:18][N:17]([CH2:20][C:21]([OH:23])=O)[CH2:16][CH2:15]3)=[N:11][N:10]=2)=[CH:5][CH:4]=1.[NH2:24][CH2:25][C:26]1[NH:27][C:28](=[O:36])[C:29]2[CH2:35][O:34][CH2:33][CH2:32][C:30]=2[N:31]=1. Product: [CH3:1][O:2][C:3]1[CH:4]=[CH:5][C:6]([C:9]2[O:13][C:12]([CH:14]3[CH2:15][CH2:16][N:17]([CH2:20][C:21]([NH:24][CH2:25][C:26]4[NH:27][C:28](=[O:36])[C:29]5[CH2:35][O:34][CH2:33][CH2:32][C:30]=5[N:31]=4)=[O:23])[CH2:18][CH2:19]3)=[N:11][N:10]=2)=[CH:7][CH:8]=1. The catalyst class is: 10. (6) Reactant: [CH3:1][C:2]([CH3:15])([CH2:7][O:8][CH:9]1[CH2:14][CH2:13][CH2:12][CH2:11][O:10]1)[CH2:3][CH2:4][CH2:5][NH2:6].CCN(CC)CC.Cl[C:24](Cl)([O:26]C(=O)OC(Cl)(Cl)Cl)Cl. Product: [N:6]([CH2:5][CH2:4][CH2:3][C:2]([CH3:15])([CH3:1])[CH2:7][O:8][CH:9]1[CH2:14][CH2:13][CH2:12][CH2:11][O:10]1)=[C:24]=[O:26]. The catalyst class is: 2.